From a dataset of Full USPTO retrosynthesis dataset with 1.9M reactions from patents (1976-2016). Predict the reactants needed to synthesize the given product. Given the product [C:1]([O:5][CH:6]([C:10]1[C:19]([CH3:20])=[CH:18][C:17]2[C:12](=[CH:13][C:14]([CH2:21][CH:22]([CH3:23])[CH3:24])=[CH:15][CH:16]=2)[C:11]=1[C:25]1[CH:26]=[CH:27][C:28]([Cl:31])=[CH:29][CH:30]=1)[C:7]([OH:9])=[O:8])([CH3:3])([CH3:4])[CH3:2], predict the reactants needed to synthesize it. The reactants are: [C:1]([O:5][CH:6]([C:10]1[C:19]([CH3:20])=[CH:18][C:17]2[C:12](=[CH:13][C:14]([CH:21]=[C:22]([CH3:24])[CH3:23])=[CH:15][CH:16]=2)[C:11]=1[C:25]1[CH:30]=[CH:29][C:28]([Cl:31])=[CH:27][CH:26]=1)[C:7]([OH:9])=[O:8])([CH3:4])([CH3:3])[CH3:2].